Dataset: Reaction yield outcomes from USPTO patents with 853,638 reactions. Task: Predict the reaction yield, written as a fraction of the theoretical maximum amount of product (1.0 means a 100% yield; for example, 0.34 means a 34% yield). (1) The reactants are [CH3:1][C:2]1[CH:3]=[CH:4][N:5]2[C:10]=1[C:9](=[O:11])[N:8]([C:12]1[CH:17]=[CH:16][CH:15]=[CH:14][CH:13]=1)[C:7]([C@@H:18]([NH:20][C:21]1[C:22]3[C:29]([C:30]4[CH:38]=[C:37]([NH:39][S:40]([CH3:43])(=[O:42])=[O:41])[CH:36]=[C:35]5[C:31]=4[CH:32]=[N:33][NH:34]5)=[CH:28][N:27](COCC[Si](C)(C)C)[C:23]=3[N:24]=[CH:25][N:26]=1)[CH3:19])=[N:6]2.FC(F)(F)C(O)=O.N. No catalyst specified. The product is [CH3:1][C:2]1[CH:3]=[CH:4][N:5]2[C:10]=1[C:9](=[O:11])[N:8]([C:12]1[CH:13]=[CH:14][CH:15]=[CH:16][CH:17]=1)[C:7]([C@@H:18]([NH:20][C:21]1[C:22]3[C:29]([C:30]4[CH:38]=[C:37]([NH:39][S:40]([CH3:43])(=[O:42])=[O:41])[CH:36]=[C:35]5[C:31]=4[CH:32]=[N:33][NH:34]5)=[CH:28][NH:27][C:23]=3[N:24]=[CH:25][N:26]=1)[CH3:19])=[N:6]2. The yield is 0.660. (2) The reactants are [C:1]([O:5][C:6](=[O:38])[NH:7][C@@H:8]([CH2:28][C:29]1[C:37]2[C:32](=[CH:33][CH:34]=[CH:35][CH:36]=2)[NH:31][CH:30]=1)[CH2:9][O:10][C:11]1[CH:12]=[N:13][CH:14]=[C:15]([C:17]2[CH:18]=[C:19]3[C:24](=[CH:25][CH:26]=2)[CH:23]=[N:22][C:21](Cl)=[CH:20]3)[CH:16]=1)([CH3:4])([CH3:3])[CH3:2].[CH:39]1(P([CH:39]2[CH2:44][CH2:43][CH2:42][CH2:41][CH2:40]2)C2C=CC=CC=2C2C=CC=CC=2N(C)C)[CH2:44][CH2:43][CH2:42][CH2:41][CH2:40]1. The catalyst is CN(C=O)C.C1C=CC(/C=C/C(/C=C/C2C=CC=CC=2)=O)=CC=1.C1C=CC(/C=C/C(/C=C/C2C=CC=CC=2)=O)=CC=1.C1C=CC(/C=C/C(/C=C/C2C=CC=CC=2)=O)=CC=1.[Pd].[Pd]. The product is [C:1]([O:5][C:6](=[O:38])[NH:7][C@@H:8]([CH2:28][C:29]1[C:37]2[C:32](=[CH:33][CH:34]=[CH:35][CH:36]=2)[NH:31][CH:30]=1)[CH2:9][O:10][C:11]1[CH:12]=[N:13][CH:14]=[C:15]([C:17]2[CH:18]=[C:19]3[C:24](=[CH:25][CH:26]=2)[CH:23]=[N:22][C:21]([C:39]2[CH:44]=[CH:43][CH:42]=[CH:41][CH:40]=2)=[CH:20]3)[CH:16]=1)([CH3:4])([CH3:3])[CH3:2]. The yield is 0.470. (3) The reactants are [Si]([O:8][CH2:9][C:10]1([CH3:39])[S:16][CH2:15][CH2:14][N:13]2[C:17]([C:20]3([C:23]4[CH:28]=[CH:27][C:26]([C:29]5[CH:34]=[CH:33][C:32]([C:35]([F:38])([F:37])[F:36])=[CH:31][N:30]=5)=[CH:25][CH:24]=4)[CH2:22][CH2:21]3)=[N:18][N:19]=[C:12]2[CH2:11]1)(C(C)(C)C)(C)C.Cl. The catalyst is CO. The product is [CH3:39][C:10]1([CH2:9][OH:8])[S:16][CH2:15][CH2:14][N:13]2[C:17]([C:20]3([C:23]4[CH:28]=[CH:27][C:26]([C:29]5[CH:34]=[CH:33][C:32]([C:35]([F:38])([F:37])[F:36])=[CH:31][N:30]=5)=[CH:25][CH:24]=4)[CH2:21][CH2:22]3)=[N:18][N:19]=[C:12]2[CH2:11]1. The yield is 0.680. (4) The reactants are [H-].[Na+].[CH2:3]([O:5][C:6]([CH:8]1[CH:17]2[CH:12]([CH2:13][CH2:14][CH2:15][CH2:16]2)[C:11](=[O:18])[CH2:10][C:9]1=[O:19])=[O:7])[CH3:4].[F:20][C:21]([F:32])([F:31])[C:22]1[CH:27]=[CH:26][CH:25]=[C:24]([N:28]=[C:29]=[O:30])[CH:23]=1. The catalyst is C1COCC1. The product is [CH2:3]([O:5][C:6]([CH:8]1[CH:17]2[CH:12]([CH2:13][CH2:14][CH2:15][CH2:16]2)[C:11](=[O:18])[CH:10]([C:29](=[O:30])[NH:28][C:24]2[CH:25]=[CH:26][CH:27]=[C:22]([C:21]([F:20])([F:32])[F:31])[CH:23]=2)[C:9]1=[O:19])=[O:7])[CH3:4]. The yield is 0.400. (5) The catalyst is CN(C)C=O. The reactants are [F:1][C:2]1([F:29])[CH2:7][CH2:6][N:5]([C:8]([C:10]2[NH:11][C:12]3[C:17]([CH:18]=2)=[CH:16][C:15]([C:19]([N:21]2[CH2:25][CH2:24][CH:23]([N:26]([CH3:28])[CH3:27])[CH2:22]2)=[O:20])=[CH:14][CH:13]=3)=[O:9])[CH2:4][CH2:3]1.[H-].[Na+].CS(O[CH2:37][C:38]([F:41])([F:40])[F:39])(=O)=O. The yield is 0.730. The product is [F:29][C:2]1([F:1])[CH2:7][CH2:6][N:5]([C:8]([C:10]2[N:11]([CH2:37][C:38]([F:41])([F:40])[F:39])[C:12]3[C:17]([CH:18]=2)=[CH:16][C:15]([C:19]([N:21]2[CH2:25][CH2:24][CH:23]([N:26]([CH3:27])[CH3:28])[CH2:22]2)=[O:20])=[CH:14][CH:13]=3)=[O:9])[CH2:4][CH2:3]1. (6) The reactants are [CH3:1][O:2][C:3]([C:5]1[S:9][C:8]([N:10]2[CH2:15][CH2:14][NH:13][CH2:12][CH2:11]2)=[N:7][CH:6]=1)=[O:4].[F:16][C:17]([F:30])([F:29])[O:18][C:19]1[CH:24]=[CH:23][C:22]([S:25](Cl)(=[O:27])=[O:26])=[CH:21][CH:20]=1.C(N(CC)CC)C.O. The catalyst is ClCCl. The product is [CH3:1][O:2][C:3]([C:5]1[S:9][C:8]([N:10]2[CH2:11][CH2:12][N:13]([S:25]([C:22]3[CH:21]=[CH:20][C:19]([O:18][C:17]([F:16])([F:29])[F:30])=[CH:24][CH:23]=3)(=[O:27])=[O:26])[CH2:14][CH2:15]2)=[N:7][CH:6]=1)=[O:4]. The yield is 0.788. (7) The reactants are Br[C:2]1[CH:3]=[C:4]2[C:10]([C:11]3[CH:19]=[CH:18][C:14]([C:15]([NH2:17])=[O:16])=[CH:13][CH:12]=3)=[CH:9][N:8](S(C3C=CC(C)=CC=3)(=O)=O)[C:5]2=[N:6][CH:7]=1.[C:30]([O:34][C:35]([N:37]1[CH2:42][CH2:41][N:40]([C:43](=[O:59])[C:44]2[CH:49]=[CH:48][C:47](B3OC(C)(C)C(C)(C)O3)=[CH:46][CH:45]=2)[CH2:39][CH2:38]1)=[O:36])([CH3:33])([CH3:32])[CH3:31].C([O-])([O-])=O.[Na+].[Na+]. The catalyst is CC#N.Cl[Pd](Cl)([P](C1C=CC=CC=1)(C1C=CC=CC=1)C1C=CC=CC=1)[P](C1C=CC=CC=1)(C1C=CC=CC=1)C1C=CC=CC=1. The product is [C:30]([O:34][C:35]([N:37]1[CH2:42][CH2:41][N:40]([C:43](=[O:59])[C:44]2[CH:45]=[CH:46][C:47]([C:2]3[CH:3]=[C:4]4[C:10]([C:11]5[CH:12]=[CH:13][C:14]([C:15](=[O:16])[NH2:17])=[CH:18][CH:19]=5)=[CH:9][NH:8][C:5]4=[N:6][CH:7]=3)=[CH:48][CH:49]=2)[CH2:39][CH2:38]1)=[O:36])([CH3:33])([CH3:31])[CH3:32]. The yield is 0.460. (8) The catalyst is CN(C1C=CN=CC=1)C.CN(C=O)C. The reactants are [NH2:1][C:2]1[S:3][CH:4]=[C:5]([CH2:7][C:8]([OH:10])=O)[N:6]=1.[CH3:11][CH2:12][N:13]=[C:14]=NCCCN(C)C.C(NC)C. The yield is 0.400. The product is [NH2:1][C:2]1[S:3][CH:4]=[C:5]([CH2:7][C:8]([N:13]([CH2:12][CH3:11])[CH3:14])=[O:10])[N:6]=1. (9) The reactants are [NH2:1][C:2]1[CH:9]=[CH:8][CH:7]=[C:6]([O:10][CH2:11][CH2:12][CH2:13][CH2:14][S:15][CH3:16])[C:3]=1[C:4]#[N:5].[S:17](Cl)(=[O:20])(=[O:19])[NH2:18]. No catalyst specified. The product is [S:17]([NH:1][C:2]1[CH:9]=[CH:8][CH:7]=[C:6]([O:10][CH2:11][CH2:12][CH2:13][CH2:14][S:15][CH3:16])[C:3]=1[C:4]#[N:5])(=[O:20])(=[O:19])[NH2:18]. The yield is 0.660.